From a dataset of Reaction yield outcomes from USPTO patents with 853,638 reactions. Predict the reaction yield, written as a fraction of the theoretical maximum amount of product (1.0 means a 100% yield; for example, 0.34 means a 34% yield). (1) The reactants are [C:1]([O:5][C:6]([N:8]1[CH2:13][CH2:12][N:11]([C:14]2[C:19]([CH3:20])=[CH:18][N:17]=[C:16]([NH:21][C:22]3[CH:30]=[CH:29][C:25]([C:26]([OH:28])=O)=[CH:24][C:23]=3[N+:31]([O-:33])=[O:32])[N:15]=2)[CH2:10][CH2:9]1)=[O:7])([CH3:4])([CH3:3])[CH3:2].[CH3:34][N:35]1[CH2:40][CH2:39][CH:38]([NH2:41])[CH2:37][CH2:36]1.CN(C(ON1N=NC2C=CC=NC1=2)=[N+](C)C)C.F[P-](F)(F)(F)(F)F.CCN(C(C)C)C(C)C. The catalyst is CN(C=O)C.CCOC(C)=O. The product is [CH3:20][C:19]1[C:14]([N:11]2[CH2:10][CH2:9][N:8]([C:6]([O:5][C:1]([CH3:2])([CH3:3])[CH3:4])=[O:7])[CH2:13][CH2:12]2)=[N:15][C:16]([NH:21][C:22]2[CH:30]=[CH:29][C:25]([C:26](=[O:28])[NH:41][CH:38]3[CH2:39][CH2:40][N:35]([CH3:34])[CH2:36][CH2:37]3)=[CH:24][C:23]=2[N+:31]([O-:33])=[O:32])=[N:17][CH:18]=1. The yield is 0.800. (2) The reactants are [CH3:1][O:2][C:3](=[O:17])[C@:4]([NH2:16])([C:9]([O:11][C:12]([CH3:15])([CH3:14])[CH3:13])=[O:10])[CH2:5][C:6]([OH:8])=[O:7].C(N(CC)CC)C.[CH:25](O)([CH3:27])[CH3:26].C(Cl)CCl.C1C=CC2N(O)N=NC=2C=1. The catalyst is C(Cl)Cl. The product is [CH3:1][O:2][C:3](=[O:17])[C@:4]([NH2:16])([C:9]([O:11][C:12]([CH3:13])([CH3:14])[CH3:15])=[O:10])[CH2:5][C:6]([O:8][CH:25]([CH3:27])[CH3:26])=[O:7]. The yield is 0.870. (3) The reactants are [NH:1]1[CH2:6][CH2:5][CH:4]([NH:7][C:8](=[O:14])[O:9][C:10]([CH3:13])([CH3:12])[CH3:11])[CH2:3][CH2:2]1.C(N(CC)CC)C.[CH3:22][N:23]([CH3:28])[S:24](Cl)(=[O:26])=[O:25].C(OCC)(=O)C. The catalyst is ClCCl. The product is [CH3:22][N:23]([CH3:28])[S:24]([N:1]1[CH2:2][CH2:3][CH:4]([NH:7][C:8]([O:9][C:10]([CH3:11])([CH3:13])[CH3:12])=[O:14])[CH2:5][CH2:6]1)(=[O:26])=[O:25]. The yield is 0.850. (4) The reactants are [C:1]([O:5][C:6](=[O:17])[NH:7][CH2:8][CH2:9][C:10]1[CH:15]=[CH:14][C:13]([NH2:16])=[CH:12][CH:11]=1)([CH3:4])([CH3:3])[CH3:2].[C:18]([O:24][CH2:25][C:26]1[CH:31]=[CH:30][CH:29]=[CH:28][CH:27]=1)(=[O:23])[CH2:19][C:20]([CH3:22])=O.[C:32]1(C)C=CC=CC=1. The catalyst is C1(C)C(S(O)(=O)=O)=CC=CC=1. The product is [CH2:25]([O:24][C:18](=[O:23])/[CH:19]=[C:20](/[NH:16][C:13]1[CH:14]=[CH:15][C:10]([CH2:9][CH2:8][NH:7][C:6]([O:5][C:1]([CH3:4])([CH3:2])[CH3:3])=[O:17])=[CH:11][C:12]=1[CH3:32])\[CH3:22])[C:26]1[CH:31]=[CH:30][CH:29]=[CH:28][CH:27]=1. The yield is 0.710. (5) The reactants are [O:1]1[CH:7]2[CH:2]1[C:3]([CH3:20])([CH3:19])[O:4][C:5]1[CH:11]=[C:10]([O:12][CH2:13][O:14][CH3:15])[C:9]([N+:16]([O-:18])=[O:17])=[CH:8][C:6]=12.Cl([O-])(=O)(=O)=O.[Li+].[C:27]1([CH2:33][CH2:34][NH2:35])[CH:32]=[CH:31][CH:30]=[CH:29][CH:28]=1.C(=O)([O-])O.[Na+]. The catalyst is O1CCOCC1. The product is [CH3:15][O:14][CH2:13][O:12][C:10]1[C:9]([N+:16]([O-:18])=[O:17])=[CH:8][C:6]2[C@@H:7]([NH:35][CH2:34][CH2:33][C:27]3[CH:32]=[CH:31][CH:30]=[CH:29][CH:28]=3)[C@H:2]([OH:1])[C:3]([CH3:20])([CH3:19])[O:4][C:5]=2[CH:11]=1. The yield is 0.730. (6) The reactants are [Si]([O:8][CH2:9][CH2:10][N:11]([C@H:19]1[C:27]2[C:22](=[C:23]([C:28]3[N:32]=[C:31]([C:33]4[S:34][C:35]([C:44]([F:47])([F:46])[F:45])=[C:36]([C:38]5[CH:43]=[CH:42][CH:41]=[CH:40][CH:39]=5)[CH:37]=4)[O:30][N:29]=3)[CH:24]=[CH:25][CH:26]=2)[CH2:21][CH2:20]1)C(=O)OC(C)(C)C)(C(C)(C)C)(C)C.Cl.CCOCC. The catalyst is C(Cl)Cl. The product is [C:38]1([C:36]2[CH:37]=[C:33]([C:31]3[O:30][N:29]=[C:28]([C:23]4[CH:24]=[CH:25][CH:26]=[C:27]5[C:22]=4[CH2:21][CH2:20][C@H:19]5[NH:11][CH2:10][CH2:9][OH:8])[N:32]=3)[S:34][C:35]=2[C:44]([F:46])([F:47])[F:45])[CH:39]=[CH:40][CH:41]=[CH:42][CH:43]=1. The yield is 0.650.